Dataset: Full USPTO retrosynthesis dataset with 1.9M reactions from patents (1976-2016). Task: Predict the reactants needed to synthesize the given product. (1) Given the product [Cl-:4].[C:7]([N:11]([C:14]1[CH:19]=[CH:18][CH:17]=[CH:16][CH:15]=1)[CH:12]=[N+:24]([C:20]([CH3:23])([CH3:22])[CH3:21])[C:25]1[CH:30]=[CH:29][CH:28]=[CH:27][CH:26]=1)([CH3:10])([CH3:9])[CH3:8], predict the reactants needed to synthesize it. The reactants are: C(Cl)(=O)C([Cl:4])=O.[C:7]([N:11]([C:14]1[CH:19]=[CH:18][CH:17]=[CH:16][CH:15]=1)[CH:12]=O)([CH3:10])([CH3:9])[CH3:8].[C:20]([N:24]([Si](C)(C)C)[C:25]1[CH:30]=[CH:29][CH:28]=[CH:27][CH:26]=1)([CH3:23])([CH3:22])[CH3:21]. (2) The reactants are: C(O)(=O)C(O)=O.[F:7][C:8]1[CH:13]=[CH:12][C:11]([CH:14]2[O:19][CH2:18][CH2:17][NH:16][CH2:15]2)=[CH:10][CH:9]=1.C(N(CC)CC)C.[F:27][C:28]([F:33])([F:32])[C@@H:29]1[CH2:31][O:30]1. Given the product [F:27][C:28]([F:33])([F:32])[C@@H:29]([OH:30])[CH2:31][N:16]1[CH2:17][CH2:18][O:19][CH:14]([C:11]2[CH:10]=[CH:9][C:8]([F:7])=[CH:13][CH:12]=2)[CH2:15]1, predict the reactants needed to synthesize it.